From a dataset of NCI-60 drug combinations with 297,098 pairs across 59 cell lines. Regression. Given two drug SMILES strings and cell line genomic features, predict the synergy score measuring deviation from expected non-interaction effect. (1) Drug 1: C1=CN(C(=O)N=C1N)C2C(C(C(O2)CO)O)O.Cl. Drug 2: N.N.Cl[Pt+2]Cl. Cell line: U251. Synergy scores: CSS=57.9, Synergy_ZIP=0.765, Synergy_Bliss=0.665, Synergy_Loewe=0.975, Synergy_HSA=4.79. (2) Drug 1: C1CN1C2=NC(=NC(=N2)N3CC3)N4CC4. Drug 2: B(C(CC(C)C)NC(=O)C(CC1=CC=CC=C1)NC(=O)C2=NC=CN=C2)(O)O. Cell line: MDA-MB-435. Synergy scores: CSS=67.8, Synergy_ZIP=-2.16, Synergy_Bliss=-0.856, Synergy_Loewe=-26.4, Synergy_HSA=-1.21. (3) Drug 1: CS(=O)(=O)C1=CC(=C(C=C1)C(=O)NC2=CC(=C(C=C2)Cl)C3=CC=CC=N3)Cl. Drug 2: C1=CC=C(C=C1)NC(=O)CCCCCCC(=O)NO. Cell line: K-562. Synergy scores: CSS=42.5, Synergy_ZIP=-2.93, Synergy_Bliss=0.528, Synergy_Loewe=-10.9, Synergy_HSA=1.84. (4) Drug 1: C#CCC(CC1=CN=C2C(=N1)C(=NC(=N2)N)N)C3=CC=C(C=C3)C(=O)NC(CCC(=O)O)C(=O)O. Drug 2: C1C(C(OC1N2C=NC(=NC2=O)N)CO)O. Cell line: IGROV1. Synergy scores: CSS=-4.83, Synergy_ZIP=1.96, Synergy_Bliss=-0.296, Synergy_Loewe=-4.46, Synergy_HSA=-4.50. (5) Drug 1: C1=CC(=CC=C1C#N)C(C2=CC=C(C=C2)C#N)N3C=NC=N3. Drug 2: C#CCC(CC1=CN=C2C(=N1)C(=NC(=N2)N)N)C3=CC=C(C=C3)C(=O)NC(CCC(=O)O)C(=O)O. Cell line: HOP-92. Synergy scores: CSS=12.4, Synergy_ZIP=7.20, Synergy_Bliss=5.35, Synergy_Loewe=-12.8, Synergy_HSA=-3.07.